This data is from Catalyst prediction with 721,799 reactions and 888 catalyst types from USPTO. The task is: Predict which catalyst facilitates the given reaction. (1) Reactant: [C:1]([O:5][C:6]([NH:8][CH2:9][C@H:10]1[CH2:15][CH2:14][C@H:13]([C:16]([NH:18][C@H:19]([C:37](=[O:50])[NH:38][C:39]2[CH:44]=[CH:43][C:42]([C:45]3[N:46]=[N:47][NH:48][N:49]=3)=[CH:41][CH:40]=2)[CH2:20][C:21]2[CH:26]=[CH:25][C:24]([C:27]3[CH:32]=[CH:31][C:30]([C:33](O)=[O:34])=[CH:29][C:28]=3[Cl:36])=[CH:23][CH:22]=2)=[O:17])[CH2:12][CH2:11]1)=[O:7])([CH3:4])([CH3:3])[CH3:2].[NH2:51][CH:52]1[CH2:57][CH2:56][N:55]([C:58]([O:60][C:61]([CH3:64])([CH3:63])[CH3:62])=[O:59])[CH2:54][CH2:53]1.F[P-](F)(F)(F)(F)F.CN(C(ON1C2=NC=CC=C2N=N1)=[N+](C)C)C.C(N(CC)C(C)C)(C)C. Product: [C:1]([O:5][C:6]([NH:8][CH2:9][C@H:10]1[CH2:15][CH2:14][C@H:13]([C:16]([NH:18][C@H:19]([C:37](=[O:50])[NH:38][C:39]2[CH:44]=[CH:43][C:42]([C:45]3[N:46]=[N:47][NH:48][N:49]=3)=[CH:41][CH:40]=2)[CH2:20][C:21]2[CH:26]=[CH:25][C:24]([C:27]3[CH:32]=[CH:31][C:30]([C:33]([NH:51][CH:52]4[CH2:53][CH2:54][N:55]([C:58]([O:60][C:61]([CH3:64])([CH3:63])[CH3:62])=[O:59])[CH2:56][CH2:57]4)=[O:34])=[CH:29][C:28]=3[Cl:36])=[CH:23][CH:22]=2)=[O:17])[CH2:12][CH2:11]1)=[O:7])([CH3:4])([CH3:2])[CH3:3]. The catalyst class is: 7. (2) Reactant: [C:1](=[O:4])([O-])[O-].[K+].[K+].O[C:8]1[CH:13]=[C:12]([O:14][CH2:15][C:16]2[CH:21]=[CH:20][C:19]([O:22][CH3:23])=[CH:18][CH:17]=2)[CH:11]=[CH:10][C:9]=1[C:24]1[C:25]([CH2:37][OH:38])=[C:26]2[C:31](=[CH:32][CH:33]=1)[NH:30][C:29]([CH3:35])([CH3:34])[CH:28]=[C:27]2[CH3:36].CI.C(OC(C)C)(C)C. Product: [OH:38][CH2:37][C:25]1[C:24]([C:9]2[CH:10]=[CH:11][C:12]([O:14][CH2:15][C:16]3[CH:17]=[CH:18][C:19]([O:22][CH3:23])=[CH:20][CH:21]=3)=[CH:13][C:8]=2[O:4][CH3:1])=[CH:33][CH:32]=[C:31]2[C:26]=1[C:27]([CH3:36])=[CH:28][C:29]([CH3:35])([CH3:34])[NH:30]2. The catalyst class is: 255. (3) Reactant: [CH2:1]([N:4]1[CH2:9][CH2:8][CH2:7][CH2:6][CH:5]1[CH2:10][CH2:11]O)[CH2:2][CH3:3].CS([Cl:17])(=O)=O. Product: [Cl:17][CH2:11][CH2:10][CH:5]1[CH2:6][CH2:7][CH2:8][CH2:9][N:4]1[CH2:1][CH2:2][CH3:3]. The catalyst class is: 4. (4) Product: [F:15][C:16]1[CH:17]=[CH:18][C:19]([N:22]2[CH2:27][CH2:26][N:25]([C:10](=[O:12])[CH2:9][CH:1]([O:8][C:36](=[O:32])[NH2:31])[C:2]3[CH:3]=[CH:4][CH:5]=[CH:6][CH:7]=3)[CH2:24][CH2:23]2)=[CH:20][CH:21]=1. Reactant: [C:1]([CH2:9][C:10]([O:12]CC)=O)(=[O:8])[C:2]1[CH:7]=[CH:6][CH:5]=[CH:4][CH:3]=1.[F:15][C:16]1[CH:21]=[CH:20][C:19]([N:22]2[CH2:27][CH2:26][NH:25][CH2:24][CH2:23]2)=[CH:18][CH:17]=1.[BH4-].[Na+].[OH-].[NH4+:31].[O:32]1[CH2:36]CCC1. The catalyst class is: 93. (5) Reactant: [Cl:1][C:2]1[CH:3]=[C:4]([CH:7]=[C:8](F)[CH:9]=1)[C:5]#[N:6].[CH3:11][N:12]1[CH2:17][CH2:16][NH:15][CH2:14][CH2:13]1.C([O-])([O-])=O.[K+].[K+]. Product: [Cl:1][C:2]1[CH:3]=[C:4]([CH:7]=[C:8]([N:15]2[CH2:16][CH2:17][N:12]([CH3:11])[CH2:13][CH2:14]2)[CH:9]=1)[C:5]#[N:6]. The catalyst class is: 3.